This data is from Forward reaction prediction with 1.9M reactions from USPTO patents (1976-2016). The task is: Predict the product of the given reaction. (1) The product is: [O:11]=[C:8]1[C:9]2[C:5](=[CH:4][CH:3]=[C:2]([NH:1][C:12](=[O:19])[O:13][CH2:14][C:15]([Cl:18])([Cl:17])[Cl:16])[CH:10]=2)[CH2:6][O:7]1. Given the reactants [NH2:1][C:2]1[CH:10]=[C:9]2[C:5]([CH2:6][O:7][C:8]2=[O:11])=[CH:4][CH:3]=1.[C:12](Cl)(=[O:19])[O:13][CH2:14][C:15]([Cl:18])([Cl:17])[Cl:16].N1C=CC=CC=1, predict the reaction product. (2) The product is: [Cl:1][C:2]1[N:3]=[C:4]([NH:22][C:23]2[CH:24]=[C:25]([CH:29]=[CH:30][CH:31]=2)[C:26]([NH2:28])=[O:27])[C:5]2[CH:10]=[CH:9][N:8]([S:11]([C:14]3[CH:20]=[CH:19][C:17]([CH3:18])=[CH:16][CH:15]=3)(=[O:13])=[O:12])[C:6]=2[N:7]=1. Given the reactants [Cl:1][C:2]1[N:3]=[C:4](Cl)[C:5]2[CH:10]=[CH:9][N:8]([S:11]([C:14]3[CH:20]=[CH:19][C:17]([CH3:18])=[CH:16][CH:15]=3)(=[O:13])=[O:12])[C:6]=2[N:7]=1.[NH2:22][C:23]1[CH:24]=[C:25]([CH:29]=[CH:30][CH:31]=1)[C:26]([NH2:28])=[O:27].C(N(CC)CC)C, predict the reaction product. (3) Given the reactants C(O)C.[OH-:4].[K+].[O:6]1[C:10]2[CH:11]=[CH:12][CH:13]=[CH:14][C:9]=2[C:8]([CH2:15][CH2:16][C:17]#N)=[CH:7]1.Cl.[OH2:20], predict the reaction product. The product is: [O:6]1[C:10]2[CH:11]=[CH:12][CH:13]=[CH:14][C:9]=2[C:8]([CH2:15][CH2:16][C:17]([OH:20])=[O:4])=[CH:7]1.